This data is from Full USPTO retrosynthesis dataset with 1.9M reactions from patents (1976-2016). The task is: Predict the reactants needed to synthesize the given product. Given the product [N:11]1([C:5]2[CH:6]=[N:7][CH:8]=[CH:9][C:4]=2[NH2:1])[CH2:12][CH2:13][CH2:14][CH2:15][CH2:16]1, predict the reactants needed to synthesize it. The reactants are: [N+:1]([C:4]1[CH:9]=[CH:8][N+:7]([O-])=[CH:6][C:5]=1[N:11]1[CH2:16][CH2:15][CH2:14][CH2:13][CH2:12]1)([O-])=O.[H][H].